From a dataset of NCI-60 drug combinations with 297,098 pairs across 59 cell lines. Regression. Given two drug SMILES strings and cell line genomic features, predict the synergy score measuring deviation from expected non-interaction effect. (1) Cell line: U251. Synergy scores: CSS=-4.76, Synergy_ZIP=3.04, Synergy_Bliss=1.67, Synergy_Loewe=-2.74, Synergy_HSA=-2.67. Drug 1: C(=O)(N)NO. Drug 2: CCC1(CC2CC(C3=C(CCN(C2)C1)C4=CC=CC=C4N3)(C5=C(C=C6C(=C5)C78CCN9C7C(C=CC9)(C(C(C8N6C)(C(=O)OC)O)OC(=O)C)CC)OC)C(=O)OC)O.OS(=O)(=O)O. (2) Drug 1: C1=CC=C(C=C1)NC(=O)CCCCCCC(=O)NO. Drug 2: CS(=O)(=O)CCNCC1=CC=C(O1)C2=CC3=C(C=C2)N=CN=C3NC4=CC(=C(C=C4)OCC5=CC(=CC=C5)F)Cl. Cell line: HT29. Synergy scores: CSS=67.3, Synergy_ZIP=4.17, Synergy_Bliss=6.34, Synergy_Loewe=3.31, Synergy_HSA=7.91. (3) Synergy scores: CSS=20.8, Synergy_ZIP=-2.45, Synergy_Bliss=-3.58, Synergy_Loewe=-3.07, Synergy_HSA=-2.42. Drug 1: COC1=C(C=C2C(=C1)N=CN=C2NC3=CC(=C(C=C3)F)Cl)OCCCN4CCOCC4. Drug 2: C1C(C(OC1N2C=NC3=C2NC=NCC3O)CO)O. Cell line: SR. (4) Drug 1: CC12CCC3C(C1CCC2O)C(CC4=C3C=CC(=C4)O)CCCCCCCCCS(=O)CCCC(C(F)(F)F)(F)F. Drug 2: CC12CCC3C(C1CCC2OP(=O)(O)O)CCC4=C3C=CC(=C4)OC(=O)N(CCCl)CCCl.[Na+]. Cell line: IGROV1. Synergy scores: CSS=7.86, Synergy_ZIP=-4.23, Synergy_Bliss=1.70, Synergy_Loewe=-0.660, Synergy_HSA=-0.264. (5) Drug 1: CC1=C(C=C(C=C1)NC(=O)C2=CC=C(C=C2)CN3CCN(CC3)C)NC4=NC=CC(=N4)C5=CN=CC=C5. Drug 2: C1CN(P(=O)(OC1)NCCCl)CCCl. Cell line: CCRF-CEM. Synergy scores: CSS=-0.783, Synergy_ZIP=-0.548, Synergy_Bliss=-0.824, Synergy_Loewe=-2.65, Synergy_HSA=-2.80.